Dataset: Full USPTO retrosynthesis dataset with 1.9M reactions from patents (1976-2016). Task: Predict the reactants needed to synthesize the given product. Given the product [ClH:35].[Cl:35][C:4]1[C:5]([O:8][CH:9]2[CH2:14][CH2:13][N:12]([CH2:15][C:16]3[C:30]([CH:31]4[CH2:33][CH2:32]4)=[CH:29][C:19]([C:20]([NH:22][S:23]([CH:26]4[CH2:28][CH2:27]4)(=[O:25])=[O:24])=[O:21])=[C:18]([F:34])[CH:17]=3)[CH2:11][CH2:10]2)=[N:6][CH:7]=[C:2]([CH:36]2[CH2:38][CH2:37]2)[CH:3]=1, predict the reactants needed to synthesize it. The reactants are: Br[C:2]1[CH:3]=[C:4]([Cl:35])[C:5]([O:8][CH:9]2[CH2:14][CH2:13][N:12]([CH2:15][C:16]3[C:30]([CH:31]4[CH2:33][CH2:32]4)=[CH:29][C:19]([C:20]([NH:22][S:23]([CH:26]4[CH2:28][CH2:27]4)(=[O:25])=[O:24])=[O:21])=[C:18]([F:34])[CH:17]=3)[CH2:11][CH2:10]2)=[N:6][CH:7]=1.[CH:36]1(B(O)O)[CH2:38][CH2:37]1.[O-]P([O-])([O-])=O.[K+].[K+].[K+].